From a dataset of Reaction yield outcomes from USPTO patents with 853,638 reactions. Predict the reaction yield, written as a fraction of the theoretical maximum amount of product (1.0 means a 100% yield; for example, 0.34 means a 34% yield). The reactants are FC(F)(F)[C:3](O)=[O:4].FC(F)(F)C(O)=O.[NH2:15][CH2:16][CH2:17][CH2:18][CH2:19][C:20]1[CH:38]=[CH:37][C:23]([C:24]([NH:26][CH2:27][CH2:28][N:29]2[CH2:34][CH2:33][S:32](=[O:36])(=[O:35])[CH2:31][CH2:30]2)=[O:25])=[C:22]([NH:39][CH2:40][CH3:41])[N:21]=1.C(N(CC)CC)C.CN(C=O)C.[C:54]([O:58][C:59](=[O:69])[NH:60][C:61]1[CH:66]=[CH:65][C:64]([CH2:67][NH2:68])=[CH:63][N:62]=1)([CH3:57])([CH3:56])[CH3:55]. The catalyst is C1COCC1.CN(C1C=CN=CC=1)C. The product is [O:35]=[S:32]1(=[O:36])[CH2:33][CH2:34][N:29]([CH2:28][CH2:27][NH:26][C:24]([C:23]2[CH:37]=[CH:38][C:20]([CH2:19][CH2:18][CH2:17][CH2:16][NH:15][C:3]([NH:68][CH2:67][C:64]3[CH:65]=[CH:66][C:61]([NH:60][C:59](=[O:69])[O:58][C:54]([CH3:57])([CH3:55])[CH3:56])=[N:62][CH:63]=3)=[O:4])=[N:21][C:22]=2[NH:39][CH2:40][CH3:41])=[O:25])[CH2:30][CH2:31]1. The yield is 0.552.